Dataset: Experimentally validated miRNA-target interactions with 360,000+ pairs, plus equal number of negative samples. Task: Binary Classification. Given a miRNA mature sequence and a target amino acid sequence, predict their likelihood of interaction. (1) The miRNA is dre-miR-1 with sequence UGGAAUGUAAAGAAGUAUGUAU. The protein sequence of the target gene is MEKPYNKNEGNLENEGKPEDEVEPDDEGKSDEEEKPDVEGKTECEGKREDEGEPGDEGQLEDEGSQEKQGRSEGEGKPQGEGKPASQAKPESQPRAAEKRPAEDYVPRKAKRKTDRGTDDSPKDSQEDLQERHLSSEEMMRECGDVSRAQEELRKKQKMGGFHWMQRDVQDPFAPRGQRGVRGVRGGGRGQRGLHDIPYL. Result: 0 (no interaction). (2) The miRNA is hsa-miR-4436b-5p with sequence GUCCACUUCUGCCUGCCCUGCC. The protein sequence of the target gene is MASVSELACIYSALILHDDEVTVTEDKINALIKAAGVNVEPFWPGLFAKALANVNIGSLICNVGAGGPAPAAGAAPAGGPAPSTAAAPAEEKKVEAKKEESEESDDDMGFGLFD. Result: 1 (interaction). (3) The miRNA is mmu-miR-3072-3p with sequence UGCCCCCUCCAGGAAGCCUUCU. The protein sequence of the target gene is MESAIAEGGASRFSASSGGGGSRGAPQHYPKTAGNSEFLGKTPGQNAQKWIPARSTRRDDNSAANNSANEKERHDAIFRKVRGILNKLTPEKFDKLCLELLNVGVESKLILKGVILLIVDKALEEPKYSSLYAQLCLRLAEDAPNFDGPAAEGQPGQKQSTTFRRLLISKLQDEFENRTRNVDVYDKRENPLLPEEEEQRAIAKIKMLGNIKFIGELGKLDLIHESILHKCIKTLLEKKKRVQLKDMGEDLECLCQIMRTVGPRLDHERAKSLMDQYFARMCSLMLSKELPARIRFLLQD.... Result: 0 (no interaction). (4) The miRNA is rno-miR-200c-5p with sequence CGUCUUACCCAGCAGUGUUUG. The protein sequence of the target gene is MAFPHRPDAPELPDFSMLKRLARDQLIYLLEQLPGKKDLFIEADLMSPLDRIANVSILKQHEVDKLYKVENKPALSSNEQLCFLVRPRIKNMRYIASLVNADKLAGRTRKYKVIFSPQKFYACEMVLEEEGIYGDVSCDEWAFSLLPLDVDLLSMELPEFFRDYFLEGDQRWINTVAQALHLLSTLYGPFPNCYGIGRCAKMAYELWRNLEEEEDGETKGRRPEIGHIFLLDRDVDFVTALCSQVVYEGLVDDTFRIKCGSVDFGPEVTSSDKSLKVLLNAEDKVFNEIRNEHFSNVFGF.... Result: 0 (no interaction).